Predict the reactants needed to synthesize the given product. From a dataset of Full USPTO retrosynthesis dataset with 1.9M reactions from patents (1976-2016). (1) Given the product [CH3:1][C:2]1[C:3]([CH2:9][N:10]([CH2:44][C:39]2[C:38]([C:35]([C:32]3[CH:31]=[CH:30][C:29]([F:28])=[CH:34][CH:33]=3)([CH3:37])[CH3:36])=[CH:43][CH:42]=[CH:41][N:40]=2)[CH2:11][CH2:12][C:13]2[N:14]=[CH:15][N:16]([S:18]([C:21]3[CH:22]=[CH:23][C:24]([CH3:27])=[CH:25][CH:26]=3)(=[O:19])=[O:20])[CH:17]=2)=[N:4][CH:5]=[C:6]([CH3:8])[CH:7]=1, predict the reactants needed to synthesize it. The reactants are: [CH3:1][C:2]1[C:3]([CH2:9][NH:10][CH2:11][CH2:12][C:13]2[N:14]=[CH:15][N:16]([S:18]([C:21]3[CH:26]=[CH:25][C:24]([CH3:27])=[CH:23][CH:22]=3)(=[O:20])=[O:19])[CH:17]=2)=[N:4][CH:5]=[C:6]([CH3:8])[CH:7]=1.[F:28][C:29]1[CH:34]=[CH:33][C:32]([C:35]([C:38]2[C:39]([CH:44]=O)=[N:40][CH:41]=[CH:42][CH:43]=2)([CH3:37])[CH3:36])=[CH:31][CH:30]=1.[BH-](OC(C)=O)(OC(C)=O)OC(C)=O.[Na+]. (2) Given the product [NH2:8][C:9]1[C:14]([C:15](=[O:16])[C:17]2[CH:22]=[C:21]([F:23])[CH:20]=[CH:19][C:18]=2[O:24][CH3:25])=[CH:13][N:12]=[C:11]([NH:26][CH:27]2[CH2:28][CH2:29][N:30]([C:40](=[O:41])[CH2:39][N:33]3[CH2:38][CH2:37][O:36][CH2:35][CH2:34]3)[CH2:31][CH2:32]2)[N:10]=1, predict the reactants needed to synthesize it. The reactants are: FC(F)(F)C(O)=O.[NH2:8][C:9]1[C:14]([C:15]([C:17]2[CH:22]=[C:21]([F:23])[CH:20]=[CH:19][C:18]=2[O:24][CH3:25])=[O:16])=[CH:13][N:12]=[C:11]([NH:26][CH:27]2[CH2:32][CH2:31][NH:30][CH2:29][CH2:28]2)[N:10]=1.[N:33]1([CH2:39][C:40](O)=[O:41])[CH2:38][CH2:37][O:36][CH2:35][CH2:34]1. (3) Given the product [Br:14][C:7]([C:4]1[N:3]=[C:2]([CH3:1])[O:6][N:5]=1)([CH3:13])[C:8]([O:10][CH2:11][CH3:12])=[O:9], predict the reactants needed to synthesize it. The reactants are: [CH3:1][C:2]1[O:6][N:5]=[C:4]([CH:7]([CH3:13])[C:8]([O:10][CH2:11][CH3:12])=[O:9])[N:3]=1.[Br:14]N1C(=O)CCC1=O.CC(N=NC(C#N)(C)C)(C#N)C.